Dataset: Forward reaction prediction with 1.9M reactions from USPTO patents (1976-2016). Task: Predict the product of the given reaction. (1) The product is: [F:1][C:2]([F:12])([F:11])[C:3]1[CH:8]=[CH:7][CH:6]=[CH:5][C:4]=1[CH:18]([OH:19])[C:17]1[CH:20]=[CH:21][C:14]([F:13])=[CH:15][CH:16]=1. Given the reactants [F:1][C:2]([F:12])([F:11])[C:3]1[CH:8]=[CH:7][CH:6]=[CH:5][C:4]=1[Mg]Br.[F:13][C:14]1[CH:21]=[CH:20][C:17]([CH:18]=[O:19])=[CH:16][CH:15]=1.FC(F)(F)C1C=C(Cl)C=CC=1C(O)C1C=CC=CC=1, predict the reaction product. (2) Given the reactants C(O[C:6](=[O:33])[NH:7][CH2:8][C@@H:9]1[O:13][C:12](=[O:14])[N:11]([C:15]2[CH:20]=[CH:19][C:18]([C:21]3[S:22][CH:23]=[C:24]([CH2:26][N:27]4[CH:31]=[CH:30][CH:29]=[N:28]4)[N:25]=3)=[C:17]([F:32])[CH:16]=2)[CH2:10]1)(C)(C)C.F[C:35](F)(F)C(O)=O.N1C=CC=CC=1.C(OC(=O)C)(=O)C, predict the reaction product. The product is: [F:32][C:17]1[CH:16]=[C:15]([N:11]2[CH2:10][C@H:9]([CH2:8][NH:7][C:6](=[O:33])[CH3:35])[O:13][C:12]2=[O:14])[CH:20]=[CH:19][C:18]=1[C:21]1[S:22][CH:23]=[C:24]([CH2:26][N:27]2[CH:31]=[CH:30][CH:29]=[N:28]2)[N:25]=1.